From a dataset of Full USPTO retrosynthesis dataset with 1.9M reactions from patents (1976-2016). Predict the reactants needed to synthesize the given product. (1) Given the product [CH3:18][N:12]([CH2:11][C:3]1[N:4]=[C:5]2[CH:10]=[CH:9][CH:8]=[CH:7][N:6]2[C:2]=1[C:28]#[C:27][C:23]1[CH:24]=[CH:25][CH:26]=[C:21]([C:20]([F:19])([F:29])[F:30])[CH:22]=1)[CH2:13][C:14]([O:16][CH3:17])=[O:15], predict the reactants needed to synthesize it. The reactants are: I[C:2]1[N:6]2[CH:7]=[CH:8][CH:9]=[CH:10][C:5]2=[N:4][C:3]=1[CH2:11][N:12]([CH3:18])[CH2:13][C:14]([O:16][CH3:17])=[O:15].[F:19][C:20]([F:30])([F:29])[C:21]1[CH:22]=[C:23]([C:27]#[CH:28])[CH:24]=[CH:25][CH:26]=1.C(N(CC)CC)C. (2) Given the product [Cl:1][C:2]1[CH:22]=[C:21]([N:23]2[CH2:27][CH2:26][CH2:25][CH2:24]2)[CH:20]=[CH:19][C:3]=1[C:4]([NH:6][C:7]1[CH:12]=[CH:11][CH:10]=[CH:9][C:8]=1[CH2:13][N:14]([C@H:15]([CH3:18])[CH2:16][OH:17])[S:43]([C:40]1[CH:39]=[CH:38][C:37]([N+:34]([O-:36])=[O:35])=[CH:42][CH:41]=1)(=[O:44])=[O:45])=[O:5], predict the reactants needed to synthesize it. The reactants are: [Cl:1][C:2]1[CH:22]=[C:21]([N:23]2[CH2:27][CH2:26][CH2:25][CH2:24]2)[CH:20]=[CH:19][C:3]=1[C:4]([NH:6][C:7]1[CH:12]=[CH:11][CH:10]=[CH:9][C:8]=1[CH2:13][NH:14][C@H:15]([CH3:18])[CH2:16][OH:17])=[O:5].N1C=CC=CC=1.[N+:34]([C:37]1[CH:42]=[CH:41][C:40]([S:43](Cl)(=[O:45])=[O:44])=[CH:39][CH:38]=1)([O-:36])=[O:35]. (3) Given the product [C:1]1([S:7]([N:10]2[C:14]3=[N:15][CH:16]=[C:17]([N:19]([C:33]([O:32][C:28]([CH3:31])([CH3:30])[CH3:29])=[O:34])[C:20](=[O:26])[O:21][C:22]([CH3:23])([CH3:24])[CH3:25])[CH:18]=[C:13]3[CH:12]=[C:11]2[Br:27])(=[O:8])=[O:9])[CH:2]=[CH:3][CH:4]=[CH:5][CH:6]=1, predict the reactants needed to synthesize it. The reactants are: [C:1]1([S:7]([N:10]2[C:14]3=[N:15][CH:16]=[C:17]([NH:19][C:20](=[O:26])[O:21][C:22]([CH3:25])([CH3:24])[CH3:23])[CH:18]=[C:13]3[CH:12]=[C:11]2[Br:27])(=[O:9])=[O:8])[CH:6]=[CH:5][CH:4]=[CH:3][CH:2]=1.[C:28]([O:32][C:33](O[C:33]([O:32][C:28]([CH3:31])([CH3:30])[CH3:29])=[O:34])=[O:34])([CH3:31])([CH3:30])[CH3:29].C(N(CC)C(C)C)(C)C. (4) Given the product [Cl:1][C:2]1[N:9]=[C:8]([CH:10]2[CH2:14][CH2:13][CH2:12][CH2:11]2)[CH:7]=[CH:6][C:3]=1[C:4]#[N:5], predict the reactants needed to synthesize it. The reactants are: [Cl:1][C:2]1[N:9]=[CH:8][CH:7]=[CH:6][C:3]=1[C:4]#[N:5].[CH:10]1(C(O)=O)[CH2:14][CH2:13][CH2:12][CH2:11]1.C(C1C=CC(C#N)=C(Cl)N=1)(C)(C)C. (5) Given the product [CH:1]([C:4]1[C:5]([O:15][CH2:16][CH2:17][CH2:18][C:19]2[C:20]([CH:34]([CH3:36])[CH3:35])=[N:21][N:22]([C:24]3[CH:29]=[CH:28][C:27]([C:30]([F:33])([F:32])[F:31])=[CH:26][N:25]=3)[CH:23]=2)=[C:6]([CH2:10][C:11]([OH:13])=[O:12])[CH:7]=[CH:8][CH:9]=1)([CH3:3])[CH3:2], predict the reactants needed to synthesize it. The reactants are: [CH:1]([C:4]1[C:5]([O:15][CH2:16][CH2:17][CH2:18][C:19]2[C:20]([CH:34]([CH3:36])[CH3:35])=[N:21][N:22]([C:24]3[CH:29]=[CH:28][C:27]([C:30]([F:33])([F:32])[F:31])=[CH:26][N:25]=3)[CH:23]=2)=[C:6]([CH2:10][C:11]([O:13]C)=[O:12])[CH:7]=[CH:8][CH:9]=1)([CH3:3])[CH3:2].[OH-].[Na+].O1CCCC1.Cl. (6) Given the product [CH2:20]([N:22]1[CH:26]=[CH:25][N:24]=[C:23]1[CH:27]1[C:30](=[O:29])[C:31]2[C:13]([C:12]([O:11][CH2:10][CH3:9])=[O:17])=[CH:14][CH:15]=[CH:16][C:8]=2[NH:7][CH:6]1[C:5]1[CH:18]=[CH:19][C:2]([F:1])=[CH:3][CH:4]=1)[CH3:21], predict the reactants needed to synthesize it. The reactants are: [F:1][C:2]1[CH:19]=[CH:18][C:5](/[CH:6]=[N:7]/[C:8]2[CH:16]=[CH:15][CH:14]=[C:13]3[C:9]=2[CH2:10][O:11][C:12]3=[O:17])=[CH:4][CH:3]=1.[CH2:20]([N:22]1[CH:26]=[CH:25][N:24]=[C:23]1[CH:27]=O)[CH3:21].[O-:29][CH2:30][CH3:31].[Na+].